Dataset: Reaction yield outcomes from USPTO patents with 853,638 reactions. Task: Predict the reaction yield, written as a fraction of the theoretical maximum amount of product (1.0 means a 100% yield; for example, 0.34 means a 34% yield). The reactants are [F:1][C:2]1[CH:3]=[C:4]([S:8]([C:11]2[CH:16]=[CH:15][C:14]([N:17]3[CH2:23][CH2:22][CH2:21][NH:20][CH2:19][CH2:18]3)=[CH:13][C:12]=2[N+:24]([O-:26])=[O:25])(=[O:10])=[O:9])[CH:5]=[CH:6][CH:7]=1.[OH-].[Na+].[C:29](O[C:29]([O:31][C:32]([CH3:35])([CH3:34])[CH3:33])=[O:30])([O:31][C:32]([CH3:35])([CH3:34])[CH3:33])=[O:30].Cl. The catalyst is C1COCC1.O.C(Cl)Cl. The product is [F:1][C:2]1[CH:3]=[C:4]([S:8]([C:11]2[CH:16]=[CH:15][C:14]([N:17]3[CH2:23][CH2:22][CH2:21][N:20]([C:29]([O:31][C:32]([CH3:35])([CH3:34])[CH3:33])=[O:30])[CH2:19][CH2:18]3)=[CH:13][C:12]=2[N+:24]([O-:26])=[O:25])(=[O:10])=[O:9])[CH:5]=[CH:6][CH:7]=1. The yield is 0.990.